This data is from Full USPTO retrosynthesis dataset with 1.9M reactions from patents (1976-2016). The task is: Predict the reactants needed to synthesize the given product. (1) Given the product [CH2:32]([N:34]1[CH:38]=[C:37]([C:2]2[CH:3]=[CH:4][C:5]([C:6]([CH:8]3[CH2:9][CH2:10][N:11]([C:14](=[O:29])[CH2:15][CH2:16][CH2:17][C:18]4[NH:27][C:26](=[O:28])[C:25]5[C:20](=[CH:21][CH:22]=[CH:23][CH:24]=5)[N:19]=4)[CH2:12][CH2:13]3)=[O:7])=[CH:30][CH:31]=2)[CH:36]=[N:35]1)[CH3:33], predict the reactants needed to synthesize it. The reactants are: Br[C:2]1[CH:31]=[CH:30][C:5]([C:6]([CH:8]2[CH2:13][CH2:12][N:11]([C:14](=[O:29])[CH2:15][CH2:16][CH2:17][C:18]3[NH:27][C:26](=[O:28])[C:25]4[C:20](=[CH:21][CH:22]=[CH:23][CH:24]=4)[N:19]=3)[CH2:10][CH2:9]2)=[O:7])=[CH:4][CH:3]=1.[CH2:32]([N:34]1[CH:38]=[C:37](B2OC(C)(C)C(C)(C)O2)[CH:36]=[N:35]1)[CH3:33].C(=O)([O-])[O-].[Cs+].[Cs+]. (2) Given the product [CH3:53][C:54]1[O:58][C:57]([CH2:59][CH2:60][O:50][C:47]2[CH:46]=[CH:45][C:44]([C:43]([F:51])([F:52])[F:42])=[CH:49][CH:48]=2)=[CH:56][CH:55]=1, predict the reactants needed to synthesize it. The reactants are: C1(P(C2C=CC=CC=2)C2C=CC=CC=2)C=CC=CC=1.C1C=CC(COC(/N=N/C(OCC2C=CC=CC=2)=O)=O)=CC=1.[F:42][C:43]([F:52])([F:51])[C:44]1[CH:49]=[CH:48][C:47]([OH:50])=[CH:46][CH:45]=1.[CH3:53][C:54]1[O:58][C:57]([CH2:59][CH2:60]O)=[CH:56][CH:55]=1. (3) Given the product [NH2:3][CH2:4][C:5]1[CH:6]=[CH:7][C:8]([C:9]([NH:11][C:12]2[CH:13]=[N:14][CH:15]=[CH:16][CH:17]=2)=[O:10])=[CH:18][CH:19]=1, predict the reactants needed to synthesize it. The reactants are: Br.Br.[NH2:3][CH2:4][C:5]1[CH:19]=[CH:18][C:8]([C:9]([NH:11][C:12]2[CH:13]=[N:14][CH:15]=[CH:16][CH:17]=2)=[O:10])=[CH:7][CH:6]=1.